From a dataset of Peptide-MHC class I binding affinity with 185,985 pairs from IEDB/IMGT. Regression. Given a peptide amino acid sequence and an MHC pseudo amino acid sequence, predict their binding affinity value. This is MHC class I binding data. (1) The peptide sequence is DILASIIDY. The MHC is HLA-B38:01 with pseudo-sequence HLA-B38:01. The binding affinity (normalized) is 0.0847. (2) The peptide sequence is KVFFGPIYYL. The MHC is HLA-A02:01 with pseudo-sequence HLA-A02:01. The binding affinity (normalized) is 0.855. (3) The MHC is HLA-B27:05 with pseudo-sequence HLA-B27:05. The binding affinity (normalized) is 0.709. The peptide sequence is RRHRILDIYLE. (4) The peptide sequence is ATFEVFLAK. The MHC is HLA-B18:01 with pseudo-sequence HLA-B18:01. The binding affinity (normalized) is 0.0847. (5) The peptide sequence is YQFKSVEFD. The MHC is H-2-Kb with pseudo-sequence H-2-Kb. The binding affinity (normalized) is 0.784.